Dataset: Peptide-MHC class II binding affinity with 134,281 pairs from IEDB. Task: Regression. Given a peptide amino acid sequence and an MHC pseudo amino acid sequence, predict their binding affinity value. This is MHC class II binding data. (1) The peptide sequence is HNWVNHAVPLAMKLI. The MHC is DRB1_1501 with pseudo-sequence DRB1_1501. The binding affinity (normalized) is 0.454. (2) The peptide sequence is FDSEEPLQGPFNFRF. The MHC is DRB3_0202 with pseudo-sequence DRB3_0202. The binding affinity (normalized) is 0.206. (3) The peptide sequence is GRIQDLEKYVEDTKI. The MHC is DRB5_0101 with pseudo-sequence DRB5_0101. The binding affinity (normalized) is 0.128. (4) The peptide sequence is SQDLTLSWNLNGLQAY. The MHC is HLA-DQA10301-DQB10302 with pseudo-sequence HLA-DQA10301-DQB10302. The binding affinity (normalized) is 0.437. (5) The binding affinity (normalized) is 0.412. The MHC is DRB1_0101 with pseudo-sequence DRB1_0101. The peptide sequence is GKQAANVEATSYALL. (6) The peptide sequence is AVGGVLLFLSVNVHA. The MHC is DRB5_0101 with pseudo-sequence DRB5_0101. The binding affinity (normalized) is 0. (7) The peptide sequence is LRKAFDAFDREKSGS. The MHC is HLA-DQA10102-DQB10502 with pseudo-sequence HLA-DQA10102-DQB10502. The binding affinity (normalized) is 0.567. (8) The peptide sequence is NAQRFGISNYCQI. The MHC is HLA-DPA10301-DPB10402 with pseudo-sequence HLA-DPA10301-DPB10402. The binding affinity (normalized) is 0.536.